From a dataset of Forward reaction prediction with 1.9M reactions from USPTO patents (1976-2016). Predict the product of the given reaction. (1) Given the reactants C([O:8][C:9]1[CH:10]=[C:11]([CH:44]=[CH:45][C:46]=1[O:47]CC1C=CC=CC=1)[CH2:12][NH:13][C:14](=[O:43])[CH2:15][CH2:16][C:17]([NH:19][CH2:20][C:21]1[CH:26]=[CH:25][C:24]([O:27]CC2C=CC=CC=2)=[C:23]([O:35]CC2C=CC=CC=2)[CH:22]=1)=[O:18])C1C=CC=CC=1.[H][H], predict the reaction product. The product is: [OH:8][C:9]1[CH:10]=[C:11]([CH:44]=[CH:45][C:46]=1[OH:47])[CH2:12][NH:13][C:14](=[O:43])[CH2:15][CH2:16][C:17]([NH:19][CH2:20][C:21]1[CH:26]=[CH:25][C:24]([OH:27])=[C:23]([OH:35])[CH:22]=1)=[O:18]. (2) Given the reactants C(N(CC)CC)C.[CH:8]([C:10]1[C:18]2[C:13](=[CH:14][CH:15]=[CH:16][CH:17]=2)[N:12](C(OC(C)(C)C)=O)[CH:11]=1)=[O:9].[CH:26](=[N:33][C:34]1[CH:39]=[C:38]([O:40][CH3:41])[CH:37]=[CH:36][N:35]=1)[C:27]1[CH:32]=[CH:31][CH:30]=[CH:29][CH:28]=1, predict the reaction product. The product is: [NH:12]1[C:13]2[C:18](=[CH:17][CH:16]=[CH:15][CH:14]=2)[C:10]([C:8](=[O:9])[CH:26]([NH:33][C:34]2[CH:39]=[C:38]([O:40][CH3:41])[CH:37]=[CH:36][N:35]=2)[C:27]2[CH:28]=[CH:29][CH:30]=[CH:31][CH:32]=2)=[CH:11]1.